This data is from Full USPTO retrosynthesis dataset with 1.9M reactions from patents (1976-2016). The task is: Predict the reactants needed to synthesize the given product. (1) Given the product [CH2:1]([O:15][C:16]1[CH:23]=[CH:22][C:19]([C:20]#[N:21])=[C:18]([CH3:24])[CH:17]=1)[C:2]1[CH:7]=[CH:6][CH:5]=[CH:4][CH:3]=1, predict the reactants needed to synthesize it. The reactants are: [CH2:1](Cl)[C:2]1[CH:7]=[CH:6][CH:5]=[CH:4][CH:3]=1.C([O-])([O-])=O.[K+].[K+].[OH:15][C:16]1[CH:23]=[CH:22][C:19]([C:20]#[N:21])=[C:18]([CH3:24])[CH:17]=1. (2) Given the product [CH3:11][C:6]1[C:5]([NH:12][S:21]([C:18]2[CH:19]=[CH:20][C:15]([F:14])=[CH:16][CH:17]=2)(=[O:23])=[O:22])=[C:4]([CH:9]=[C:8]([Br:10])[CH:7]=1)[C:3]([OH:2])=[O:13], predict the reactants needed to synthesize it. The reactants are: C[O:2][C:3](=[O:13])[C:4]1[CH:9]=[C:8]([Br:10])[CH:7]=[C:6]([CH3:11])[C:5]=1[NH2:12].[F:14][C:15]1[CH:20]=[CH:19][C:18]([S:21](Cl)(=[O:23])=[O:22])=[CH:17][CH:16]=1.O. (3) Given the product [CH3:31][C@H:32]([OH:47])[C@H:33]([OH:46])[C:34]1[N:39]=[C:38]2[C:40]([N:42]=[C:43]([NH2:45])[NH:44][C:37]2=[N:36][CH:35]=1)=[O:41], predict the reactants needed to synthesize it. The reactants are: S(S([O-])=O)([O-])=O.[Na+].[Na+].C([O-])(=O)C.[Na+].S(O)(O)(=O)=O.OC1N=C(N)C=C(N)C=1N.II.[CH3:31][CH:32]([OH:47])[CH:33]([OH:46])[CH:34]1[NH:39][C:38]2[C:40]([N:42]=[C:43]([NH2:45])[NH:44][C:37]=2[NH:36][CH2:35]1)=[O:41]. (4) The reactants are: [Cl:1][C:2]1[CH:7]=[CH:6][C:5]([CH2:8][C:9]#[N:10])=[CH:4][CH:3]=1.Cl[CH2:12][CH2:13][CH2:14][O:15][CH2:16]Cl.C(OCC)C.[H-].[Na+].CN1CCCC1=O. Given the product [Cl:1][C:2]1[CH:7]=[CH:6][C:5]([C:8]2([C:9]#[N:10])[CH2:12][CH2:13][CH2:14][O:15][CH2:16]2)=[CH:4][CH:3]=1, predict the reactants needed to synthesize it.